From a dataset of Forward reaction prediction with 1.9M reactions from USPTO patents (1976-2016). Predict the product of the given reaction. (1) Given the reactants P(Br)(Br)[Br:2].O[CH:6]([C:8]1[O:9][C:10](=[O:31])[C:11]2[C:16]([C:17]=1[C:18]1[CH2:23][CH2:22][N:21]([C:24]([O:26][C:27]([CH3:30])([CH3:29])[CH3:28])=[O:25])[CH2:20][CH:19]=1)=[CH:15][CH:14]=[CH:13][CH:12]=2)[CH3:7].C(OC(OC(C)(C)C)=O)(OC(C)(C)C)=O, predict the reaction product. The product is: [Br:2][CH:6]([C:8]1[O:9][C:10](=[O:31])[C:11]2[C:16]([C:17]=1[C:18]1[CH2:23][CH2:22][N:21]([C:24]([O:26][C:27]([CH3:30])([CH3:29])[CH3:28])=[O:25])[CH2:20][CH:19]=1)=[CH:15][CH:14]=[CH:13][CH:12]=2)[CH3:7]. (2) Given the reactants [H-].[Al+3].[Li+].[H-].[H-].[H-].[NH2:7][C:8]1[CH:16]=[CH:15][C:11]([C:12](O)=[O:13])=[C:10]([Cl:17])[CH:9]=1, predict the reaction product. The product is: [NH2:7][C:8]1[CH:16]=[CH:15][C:11]([CH2:12][OH:13])=[C:10]([Cl:17])[CH:9]=1. (3) Given the reactants [Cl:1][C:2]1[CH:7]=[CH:6][C:5]([C@@H:8]2[CH2:12][C@@H:11]([OH:13])[CH2:10][C@H:9]2[C:14]([OH:16])=O)=[CH:4][CH:3]=1.Cl.CN(C)CCCN=C=NCC.ON1C2C=CC=CC=2N=N1.CN1CCOCC1.[Cl-].[CH:47]1([C:53]2([CH2:59][N:60]3[C:64]([CH2:67]C)([CH2:65]C)[CH2:63][O:62][C:61]3=[O:69])[CH2:58][CH2:57][NH2+:56][CH2:55][CH2:54]2)[CH2:52][CH2:51][CH2:50][CH2:49][CH2:48]1, predict the reaction product. The product is: [Cl:1][C:2]1[CH:3]=[CH:4][C:5]([C@@H:8]2[CH2:12][C@@H:11]([OH:13])[CH2:10][C@H:9]2[C:14]([N:56]2[CH2:57][CH2:58][C:53]([CH2:59][N:60]3[C:64]([CH3:65])([CH3:67])[CH2:63][O:62][C:61]3=[O:69])([CH:47]3[CH2:48][CH2:49][CH2:50][CH2:51][CH2:52]3)[CH2:54][CH2:55]2)=[O:16])=[CH:6][CH:7]=1. (4) Given the reactants [ClH:1].Cl.[NH2:3][CH:4]1[CH2:9][CH2:8][N:7]([CH2:10][C@H:11]2[N:21]3[C:22]4[N:13]([C:14](=[O:24])[CH:15]=[CH:16][C:17]=4[CH:18]=[CH:19][C:20]3=[O:23])[CH2:12]2)[CH2:6][CH2:5]1.C(N(CC)CC)C.[CH:32]1[C:41]2[CH2:40][CH2:39][CH2:38][CH2:37][C:36]=2[CH:35]=[C:34]([CH:42]=O)[N:33]=1.[BH-](OC(C)=O)(OC(C)=O)OC(C)=O.[Na+].C([O-])(O)=O.[Na+], predict the reaction product. The product is: [ClH:1].[CH:32]1[C:41]2[CH2:40][CH2:39][CH2:38][CH2:37][C:36]=2[CH:35]=[C:34]([CH2:42][NH:3][CH:4]2[CH2:5][CH2:6][N:7]([CH2:10][C@H:11]3[N:21]4[C:22]5[N:13]([C:14](=[O:24])[CH:15]=[CH:16][C:17]=5[CH:18]=[CH:19][C:20]4=[O:23])[CH2:12]3)[CH2:8][CH2:9]2)[N:33]=1. (5) Given the reactants [CH2:1]([O:8][C:9]([N:11]1[CH2:16][CH2:15][C:14](=[O:17])[CH2:13][CH2:12]1)=[O:10])[C:2]1[CH:7]=[CH:6][CH:5]=[CH:4][CH:3]=1.C[Li].[CH2:20](OCC)C.N1(C([O-])=O)CCC(=O)CC1.[Cl-].[NH4+], predict the reaction product. The product is: [CH2:1]([O:8][C:9]([N:11]1[CH2:16][CH2:15][C:14]([OH:17])([CH3:20])[CH2:13][CH2:12]1)=[O:10])[C:2]1[CH:7]=[CH:6][CH:5]=[CH:4][CH:3]=1. (6) Given the reactants [OH:1][CH2:2][CH:3]([N:5]([CH2:13][C:14]1[NH:18][N:17]=[CH:16][CH:15]=1)[C:6](=[O:12])[O:7][C:8]([CH3:11])([CH3:10])[CH3:9])[CH3:4].CCN(CC)CC.[CH3:26][S:27](Cl)(=[O:29])=[O:28], predict the reaction product. The product is: [CH3:26][S:27]([O:1][CH2:2][CH:3]([N:5]([C:6]([O:7][C:8]([CH3:11])([CH3:10])[CH3:9])=[O:12])[CH2:13][C:14]1[NH:18][N:17]=[CH:16][CH:15]=1)[CH3:4])(=[O:29])=[O:28]. (7) Given the reactants F[P-](F)(F)(F)(F)F.N1(OC(N(C)C)=[N+](C)C)C2N=CC=CC=2N=N1.[CH:25]([N:28]1[C:32]2[CH:33]=[CH:34][CH:35]=[CH:36][C:31]=2[N:30]=[C:29]1[NH:37][C:38]1[CH:46]=[CH:45][C:41]([C:42]([OH:44])=O)=[CH:40][CH:39]=1)([CH3:27])[CH3:26].[NH2:47][C:48]1[CH:53]=[CH:52][CH:51]=[CH:50][C:49]=1[NH:54][C:55](=[O:61])[O:56][C:57]([CH3:60])([CH3:59])[CH3:58].C(N(CC)C(C)C)(C)C, predict the reaction product. The product is: [CH:25]([N:28]1[C:32]2[CH:33]=[CH:34][CH:35]=[CH:36][C:31]=2[N:30]=[C:29]1[NH:37][C:38]1[CH:39]=[CH:40][C:41]([C:42]([NH:47][C:48]2[CH:53]=[CH:52][CH:51]=[CH:50][C:49]=2[NH:54][C:55](=[O:61])[O:56][C:57]([CH3:59])([CH3:58])[CH3:60])=[O:44])=[CH:45][CH:46]=1)([CH3:26])[CH3:27]. (8) Given the reactants [CH3:1][O:2][C:3]1[CH:4]=[C:5]2[C:10](=[CH:11][C:12]=1[O:13][CH3:14])[N:9]=[CH:8][CH:7]=[C:6]2[O:15][C:16]1[CH:21]=[CH:20][C:19]([NH2:22])=[CH:18][C:17]=1[C:23]([F:26])([F:25])[F:24].[CH2:27]([N:29]1[C:34](=[O:35])[N:33]([C:36]2[CH:41]=[CH:40][C:39]([F:42])=[CH:38][CH:37]=2)[C:32](=[O:43])[C:31]([C:44](O)=[O:45])=[N:30]1)[CH3:28], predict the reaction product. The product is: [CH3:1][O:2][C:3]1[CH:4]=[C:5]2[C:10](=[CH:11][C:12]=1[O:13][CH3:14])[N:9]=[CH:8][CH:7]=[C:6]2[O:15][C:16]1[CH:21]=[CH:20][C:19]([NH:22][C:44]([C:31]2[C:32](=[O:43])[N:33]([C:36]3[CH:41]=[CH:40][C:39]([F:42])=[CH:38][CH:37]=3)[C:34](=[O:35])[N:29]([CH2:27][CH3:28])[N:30]=2)=[O:45])=[CH:18][C:17]=1[C:23]([F:25])([F:26])[F:24]. (9) Given the reactants [Cl:1][C:2]1[C:3]([CH3:13])=[C:4]([CH:10]=[CH:11][CH:12]=1)[CH2:5][NH:6][C:7]([NH2:9])=[O:8].C([O:16][CH:17]=[C:18]([C:24](OCC)=O)[C:19]([O:21][CH2:22][CH3:23])=[O:20])C.[O-]CC.[Na+].Cl, predict the reaction product. The product is: [Cl:1][C:2]1[C:3]([CH3:13])=[C:4]([CH:10]=[CH:11][CH:12]=1)[CH2:5][N:6]1[C:17](=[O:16])[C:18]([C:19]([O:21][CH2:22][CH3:23])=[O:20])=[CH:24][NH:9][C:7]1=[O:8].